This data is from Reaction yield outcomes from USPTO patents with 853,638 reactions. The task is: Predict the reaction yield, written as a fraction of the theoretical maximum amount of product (1.0 means a 100% yield; for example, 0.34 means a 34% yield). (1) The reactants are [OH-].[Na+].C1(C)C=CC=CC=1.Br[CH2:11][CH2:12][O:13][C:14]1[CH:15]=[C:16]([CH:19]=[CH:20][C:21]=1[F:22])[CH:17]=[O:18].O. The catalyst is S([O-])(O)(=O)=O.C([N+](CCCC)(CCCC)CCCC)CCC.C(OCC)(=O)C. The product is [F:22][C:21]1[CH:20]=[CH:19][C:16]([CH:17]=[O:18])=[CH:15][C:14]=1[O:13][CH:12]=[CH2:11]. The yield is 0.490. (2) The product is [NH2:31][C:25]1[CH:24]=[C:23]([F:22])[C:28]([F:29])=[CH:27][C:26]=1[NH:30][CH:18]1[CH2:19][CH2:20][N:15]([C:3]2([CH3:2])[CH2:7][CH2:6][N:5]([C:8]([O:10][C:11]([CH3:14])([CH3:13])[CH3:12])=[O:9])[CH2:4]2)[CH2:16][CH2:17]1. The reactants are [Na].[CH3:2][C:3]1([N:15]2[CH2:20][CH2:19][C:18](=O)[CH2:17][CH2:16]2)[CH2:7][CH2:6][N:5]([C:8]([O:10][C:11]([CH3:14])([CH3:13])[CH3:12])=[O:9])[CH2:4]1.[F:22][C:23]1[CH:24]=[C:25]([NH2:31])[C:26]([NH2:30])=[CH:27][C:28]=1[F:29].C(O)(=O)C. The yield is 0.385. The catalyst is C(Cl)Cl.O. (3) The reactants are [N:12]1[C:14]2[C:5](=[CH:6][CH:7]=[C:8]3[C:13]=2[N:12]=[CH:14][CH:5]=[CH:6]3)[CH:7]=[CH:8][CH:13]=1.[C:15]([O-])([O-])=[O:16].[Cs+].[Cs+].IC1C=C(C=CC=1)N.CO. The catalyst is [Cu]I. The product is [CH3:15][O:16][C:5]1[CH:14]=[C:13]([CH:8]=[CH:7][CH:6]=1)[NH2:12]. The yield is 0.780. (4) The reactants are C1(P(C2C=CC=CC=2)C2C=CC=CC=2)C=CC=CC=1.BrN1C(=O)CCC1=O.[CH:28]1([CH2:33][CH:34]([C:38]2[CH:43]=[CH:42][C:41]([S:44]([CH2:47][CH3:48])(=[O:46])=[O:45])=[CH:40][CH:39]=2)[C:35]([OH:37])=O)[CH2:32][CH2:31][CH2:30][CH2:29]1.[NH2:49][C:50]1[S:51][CH:52]=[CH:53][N:54]=1. The catalyst is C(Cl)Cl. The product is [CH:28]1([CH2:33][CH:34]([C:38]2[CH:43]=[CH:42][C:41]([S:44]([CH2:47][CH3:48])(=[O:46])=[O:45])=[CH:40][CH:39]=2)[C:35]([NH:49][C:50]2[S:51][CH:52]=[CH:53][N:54]=2)=[O:37])[CH2:29][CH2:30][CH2:31][CH2:32]1. The yield is 0.870. (5) The reactants are C([Li])CCC.C(NC(C)C)(C)C.[F:13][C:14]1[CH:19]=[CH:18][C:17]([F:20])=[CH:16][N:15]=1.[I:21]I. The catalyst is O1CCCC1.O. The product is [F:13][C:14]1[CH:19]=[C:18]([I:21])[C:17]([F:20])=[CH:16][N:15]=1. The yield is 0.440.